Dataset: Full USPTO retrosynthesis dataset with 1.9M reactions from patents (1976-2016). Task: Predict the reactants needed to synthesize the given product. (1) Given the product [C:2]([NH:4][C:5]1[CH:10]=[CH:9][C:8]([NH:11][C:14]([CH3:16])=[CH:13][C:12]([O:18][CH3:19])=[O:17])=[CH:7][CH:6]=1)(=[O:3])[CH3:1], predict the reactants needed to synthesize it. The reactants are: [CH3:1][C:2]([NH:4][C:5]1[CH:10]=[CH:9][C:8]([NH2:11])=[CH:7][CH:6]=1)=[O:3].[C:12]([O:18][CH3:19])(=[O:17])[CH2:13][C:14]([CH3:16])=O. (2) Given the product [F:1][C:2]1[CH:3]=[CH:4][C:5]([C:8]2([C:13]([N:17]([CH3:16])[C@H:18]3[CH2:37][N:22]4[C:23]5[C:28]([C:29]([CH2:30][C:31]([OH:33])=[O:32])=[C:21]4[CH2:20][CH2:19]3)=[CH:27][CH:26]=[CH:25][CH:24]=5)=[O:15])[CH2:10][C:9]2([CH3:11])[CH3:12])=[CH:6][CH:7]=1, predict the reactants needed to synthesize it. The reactants are: [F:1][C:2]1[CH:7]=[CH:6][C:5]([C:8]2([C:13]([OH:15])=O)[CH2:10][C:9]2([CH3:12])[CH3:11])=[CH:4][CH:3]=1.[CH3:16][NH:17][C@H:18]1[CH2:37][N:22]2[C:23]3[C:28]([C:29]([CH2:30][C:31]([O:33]CCC)=[O:32])=[C:21]2[CH2:20][CH2:19]1)=[CH:27][CH:26]=[CH:25][CH:24]=3. (3) Given the product [CH3:16][C:11]1[CH:12]=[C:13]([C:24]([F:29])([C:25]([F:28])([F:27])[F:26])[C:23]([Br:22])([F:32])[F:31])[CH:14]=[CH:15][C:10]=1[NH2:9], predict the reactants needed to synthesize it. The reactants are: S(S([O-])=O)([O-])=O.[Na+].[Na+].[NH2:9][C:10]1[C:11]([CH3:16])=[CH:12][CH:13]=[CH:14][CH:15]=1.C(=O)([O-])O.[Na+].[Br:22][C:23]([F:32])([F:31])[C:24](Br)([F:29])[C:25]([F:28])([F:27])[F:26].C(=O)([O-])[O-].[Na+].[Na+]. (4) Given the product [C:30]([C:29]1[CH:33]=[C:25]([C:24]2[C:19]([C@@H:9]([NH:8][C:47]([CH:46]3[C:40]4([C:39]5[C:43](=[CH:44][CH:36]=[CH:37][CH:38]=5)[NH:42][C:41]4=[O:45])[CH2:2]3)=[O:49])[CH2:10][C:11]3[CH:16]=[C:15]([F:17])[CH:14]=[C:13]([F:18])[CH:12]=3)=[N:20][CH:21]=[CH:22][CH:23]=2)[CH:26]=[CH:27][CH:28]=1)(=[O:31])[NH2:32].[F:17][C:15]1[CH:16]=[C:11]([CH2:10][C@@H:9]([C:19]2[C:24]([C:25]3[CH:26]=[CH:27][C:28]([F:34])=[C:29]([CH:33]=3)[C:30]([NH2:32])=[O:31])=[CH:23][CH:22]=[CH:21][N:20]=2)[NH:8][C:47](=[O:48])[CH2:46][CH:40]2[C:39]3[C:43](=[CH:44][C:36]([CH3:35])=[CH:37][CH:38]=3)[NH:42][C:41]2=[O:45])[CH:12]=[C:13]([F:18])[CH:14]=1, predict the reactants needed to synthesize it. The reactants are: F[C:2](F)(F)C(O)=O.[NH2:8][C@H:9]([C:19]1[C:24]([C:25]2[CH:26]=[CH:27][C:28]([F:34])=[C:29]([CH:33]=2)[C:30]([NH2:32])=[O:31])=[CH:23][CH:22]=[CH:21][N:20]=1)[CH2:10][C:11]1[CH:16]=[C:15]([F:17])[CH:14]=[C:13]([F:18])[CH:12]=1.[CH3:35][C:36]1[CH:44]=[C:43]2[C:39]([CH:40]([CH2:46][C:47]([OH:49])=[O:48])[C:41](=[O:45])[NH:42]2)=[CH:38][CH:37]=1. (5) Given the product [C:1]([O:4][CH2:5][C:6]1[C:7]([N:23]2[CH2:31][C:30]3[C:25](=[CH:26][CH:27]=[C:28]([C:32]([CH3:35])([CH3:34])[CH3:33])[CH:29]=3)[C:24]2=[O:36])=[CH:8][CH:9]=[CH:10][C:11]=1[C:12]1[CH:17]=[C:16]([NH2:18])[C:15](=[O:21])[N:14]([CH3:22])[CH:13]=1)(=[O:3])[CH3:2], predict the reactants needed to synthesize it. The reactants are: [C:1]([O:4][CH2:5][C:6]1[C:11]([C:12]2[CH:17]=[C:16]([N+:18]([O-])=O)[C:15](=[O:21])[N:14]([CH3:22])[CH:13]=2)=[CH:10][CH:9]=[CH:8][C:7]=1[N:23]1[CH2:31][C:30]2[C:25](=[CH:26][CH:27]=[C:28]([C:32]([CH3:35])([CH3:34])[CH3:33])[CH:29]=2)[C:24]1=[O:36])(=[O:3])[CH3:2].C(O)(=O)C. (6) Given the product [Cl:1][C:2]1[CH:3]=[C:4]2[C:8](=[CH:9][CH:10]=1)[NH:7][C:6]([NH2:11])=[C:5]2[S:13]([C:16]1[CH:21]=[CH:20][CH:19]=[CH:18][CH:17]=1)(=[O:15])=[O:14], predict the reactants needed to synthesize it. The reactants are: [Cl:1][C:2]1[CH:3]=[C:4]2[C:8](=[CH:9][CH:10]=1)[NH:7][C:6]([NH:11]N)=[C:5]2[S:13]([C:16]1[CH:21]=[CH:20][CH:19]=[CH:18][CH:17]=1)(=[O:15])=[O:14]. (7) Given the product [NH2:7][C:8]1[N:9]([CH3:26])[C:10](=[O:25])[C:11]([CH3:23])([CH3:24])[C@:12]([C:15]2[CH:20]=[C:19]([NH:21][C:31](=[O:32])[CH:30]([C:29]([F:38])([F:28])[F:39])[C:34]([F:37])([F:36])[F:35])[CH:18]=[CH:17][C:16]=2[F:22])([CH3:14])[N:13]=1, predict the reactants needed to synthesize it. The reactants are: C(OC(=O)[NH:7][C:8]1[N:9]([CH3:26])[C:10](=[O:25])[C:11]([CH3:24])([CH3:23])[C@:12]([C:15]2[CH:20]=[C:19]([NH2:21])[CH:18]=[CH:17][C:16]=2[F:22])([CH3:14])[N:13]=1)(C)(C)C.[F:28][C:29]([F:39])([F:38])[CH:30]([C:34]([F:37])([F:36])[F:35])[C:31](O)=[O:32].